From a dataset of TCR-epitope binding with 47,182 pairs between 192 epitopes and 23,139 TCRs. Binary Classification. Given a T-cell receptor sequence (or CDR3 region) and an epitope sequence, predict whether binding occurs between them. The epitope is KLGGALQAK. The TCR CDR3 sequence is CASSHRTSGGAFPYEQYF. Result: 1 (the TCR binds to the epitope).